This data is from NCI-60 drug combinations with 297,098 pairs across 59 cell lines. The task is: Regression. Given two drug SMILES strings and cell line genomic features, predict the synergy score measuring deviation from expected non-interaction effect. (1) Drug 1: CC12CCC3C(C1CCC2=O)CC(=C)C4=CC(=O)C=CC34C. Drug 2: CS(=O)(=O)OCCCCOS(=O)(=O)C. Cell line: IGROV1. Synergy scores: CSS=40.4, Synergy_ZIP=4.20, Synergy_Bliss=4.88, Synergy_Loewe=-8.14, Synergy_HSA=5.83. (2) Drug 1: CS(=O)(=O)CCNCC1=CC=C(O1)C2=CC3=C(C=C2)N=CN=C3NC4=CC(=C(C=C4)OCC5=CC(=CC=C5)F)Cl. Drug 2: CC1C(C(CC(O1)OC2CC(CC3=C2C(=C4C(=C3O)C(=O)C5=C(C4=O)C(=CC=C5)OC)O)(C(=O)CO)O)N)O.Cl. Cell line: OVCAR-8. Synergy scores: CSS=29.1, Synergy_ZIP=-1.73, Synergy_Bliss=0.898, Synergy_Loewe=-6.17, Synergy_HSA=1.70.